This data is from Full USPTO retrosynthesis dataset with 1.9M reactions from patents (1976-2016). The task is: Predict the reactants needed to synthesize the given product. (1) The reactants are: [CH3:1][NH:2][CH3:3].[Cl:4][C:5]1[N:6]=[C:7](Cl)[C:8]2[C:9](=[CH:11][S:12][CH:13]=2)[N:10]=1.C(N(CC)CC)C. Given the product [Cl:4][C:5]1[N:6]=[C:7]([N:2]([CH3:3])[CH3:1])[C:8]2[C:9](=[CH:11][S:12][CH:13]=2)[N:10]=1, predict the reactants needed to synthesize it. (2) Given the product [Cl:29][C:26]1[CH:27]=[CH:28][C:23]([C:22]([NH:21][C:18]2[CH:19]=[CH:20][C:15]([CH2:14][NH:13][C:10]3[C:9]4[C:4](=[CH:5][CH:6]=[CH:7][CH:8]=4)[N:3]=[C:2]([Cl:1])[N:11]=3)=[CH:16][CH:17]=2)=[O:30])=[CH:24][N:25]=1, predict the reactants needed to synthesize it. The reactants are: [Cl:1][C:2]1[N:11]=[C:10](Cl)[C:9]2[C:4](=[CH:5][CH:6]=[CH:7][CH:8]=2)[N:3]=1.[NH2:13][CH2:14][C:15]1[CH:20]=[CH:19][C:18]([NH:21][C:22](=[O:30])[C:23]2[CH:28]=[CH:27][C:26]([Cl:29])=[N:25][CH:24]=2)=[CH:17][CH:16]=1.